This data is from TCR-epitope binding with 47,182 pairs between 192 epitopes and 23,139 TCRs. The task is: Binary Classification. Given a T-cell receptor sequence (or CDR3 region) and an epitope sequence, predict whether binding occurs between them. (1) The epitope is KPLEFGATSAAL. The TCR CDR3 sequence is CASSFGQSSTDTQYF. Result: 1 (the TCR binds to the epitope). (2) The epitope is EEHVQIHTI. The TCR CDR3 sequence is CASSLGQLGTEAFF. Result: 1 (the TCR binds to the epitope). (3) The epitope is YLDAYNMMI. The TCR CDR3 sequence is CASSPSTAALYNEQFF. Result: 1 (the TCR binds to the epitope). (4) The epitope is GLCTLVAML. The TCR CDR3 sequence is CATSYGTGEEEAFF. Result: 1 (the TCR binds to the epitope). (5) The epitope is FPPTSFGPL. The TCR CDR3 sequence is CASSPGTSGVGEQFF. Result: 0 (the TCR does not bind to the epitope). (6) The epitope is VLWAHGFEL. Result: 0 (the TCR does not bind to the epitope). The TCR CDR3 sequence is CSVRRGAGTEAFF.